From a dataset of Forward reaction prediction with 1.9M reactions from USPTO patents (1976-2016). Predict the product of the given reaction. Given the reactants Br[CH2:2][CH2:3][O:4]C1CCCCO1.[ClH:11].[C:12]([C:14]1[C:23]2[C:18](=[CH:19][CH:20]=[CH:21][C:22]=2[O:24][C@H:25]2[CH2:30][CH2:29][C@H:28]([NH2:31])[CH2:27][CH2:26]2)[CH:17]=[N:16][CH:15]=1)#[N:13], predict the reaction product. The product is: [ClH:11].[C:12]([C:14]1[C:23]2[C:18](=[CH:19][CH:20]=[CH:21][C:22]=2[O:24][C@H:25]2[CH2:30][CH2:29][C@H:28]([NH:31][CH2:2][CH2:3][OH:4])[CH2:27][CH2:26]2)[CH:17]=[N:16][CH:15]=1)#[N:13].